Dataset: Reaction yield outcomes from USPTO patents with 853,638 reactions. Task: Predict the reaction yield, written as a fraction of the theoretical maximum amount of product (1.0 means a 100% yield; for example, 0.34 means a 34% yield). (1) The reactants are [H-].[Na+].[NH2:3][C@@H:4]1[C:13]2[C:8](=[CH:9][CH:10]=[CH:11][CH:12]=2)[C@H:7]([OH:14])[CH2:6][CH2:5]1.F[C:16]1[CH:17]=[CH:18][C:19]2[N:20]([C:22]([C:25]([N:28]([CH3:30])[CH3:29])([CH3:27])[CH3:26])=[N:23][N:24]=2)[CH:21]=1.N. The catalyst is CN(C=O)C.CO.C(Cl)Cl. The product is [CH3:30][N:28]([CH3:29])[C:25]([C:22]1[N:20]2[CH:21]=[C:16]([O:14][C@H:7]3[C:8]4[C:13](=[CH:12][CH:11]=[CH:10][CH:9]=4)[C@@H:4]([NH2:3])[CH2:5][CH2:6]3)[CH:17]=[CH:18][C:19]2=[N:24][N:23]=1)([CH3:27])[CH3:26]. The yield is 0.470. (2) No catalyst specified. The reactants are [CH2:1]([NH2:9])[CH2:2][CH2:3][CH2:4][CH2:5][CH2:6][CH2:7][CH3:8].[C:10](=[O:12])=[O:11].[OH2:13]. The product is [CH2:1]([O:11][C:10](=[O:13])[O-:12])[CH2:2][CH2:3][CH2:4][CH2:5][CH2:6][CH2:7][CH3:8].[CH2:1]([NH3+:9])[CH2:2][CH2:3][CH2:4][CH2:5][CH2:6][CH2:7][CH3:8]. The yield is 0.960. (3) The reactants are [CH:1]1([N:6]2[C:15]3[N:14]=[C:13]([NH2:16])[N:12]=[CH:11][C:10]=3[N:9]3[CH:17]=[N:18][N:19]=[C:8]3[C@H:7]2[CH2:20][CH3:21])[CH2:5][CH2:4][CH2:3][CH2:2]1.[H-].[Na+].ClC(OC)=O.[Cl-].[NH4+:30]. The catalyst is CN(C=O)C. The product is [CH:1]1([N:6]2[C:15]3[N:14]=[C:13]([NH:16][C:2]4[CH:3]=[N:30][CH:4]=[CH:5][CH:1]=4)[N:12]=[CH:11][C:10]=3[N:9]3[CH:17]=[N:18][N:19]=[C:8]3[C@H:7]2[CH2:20][CH3:21])[CH2:2][CH2:3][CH2:4][CH2:5]1. The yield is 0.310. (4) The reactants are C([O:3][C:4]([C@H:6]1[C@@H:11]([N:12]([C:18](=[O:37])[CH2:19][C:20]2[NH:25][C:24]3[CH:26]=[CH:27][C:28]([NH:30][S:31]([CH3:34])(=[O:33])=[O:32])=[CH:29][C:23]=3[S:22](=[O:36])(=[O:35])[N:21]=2)[CH2:13][CH2:14][CH:15]([CH3:17])[CH3:16])[C@H:10]2[CH2:38][C@@H:7]1[CH2:8][CH2:9]2)=O)C.[O-]CC.[Na+].Cl. The catalyst is C(O)C. The product is [OH:3][C:4]1[C@H:6]2[C@H:11]([C@H:10]3[CH2:38][C@@H:7]2[CH2:8][CH2:9]3)[N:12]([CH2:13][CH2:14][CH:15]([CH3:17])[CH3:16])[C:18](=[O:37])[C:19]=1[C:20]1[NH:25][C:24]2[CH:26]=[CH:27][C:28]([NH:30][S:31]([CH3:34])(=[O:32])=[O:33])=[CH:29][C:23]=2[S:22](=[O:36])(=[O:35])[N:21]=1. The yield is 0.561. (5) The reactants are [OH:1][CH2:2][C:3]1[CH:8]=[CH:7][C:6]([C:9]2[N:13]=[C:12]([C:14]3[S:15][C:16]([C:25]([F:28])([F:27])[F:26])=[C:17]([C:19]4[CH:24]=[CH:23][CH:22]=[CH:21][CH:20]=4)[CH:18]=3)[O:11][N:10]=2)=[CH:5][CH:4]=1.C[N+]1([O-])CCOCC1.C([N+](CCC)(CCC)CCC)CC. The catalyst is CC#N. The product is [CH:2]([C:3]1[CH:8]=[CH:7][C:6]([C:9]2[N:13]=[C:12]([C:14]3[S:15][C:16]([C:25]([F:27])([F:26])[F:28])=[C:17]([C:19]4[CH:24]=[CH:23][CH:22]=[CH:21][CH:20]=4)[CH:18]=3)[O:11][N:10]=2)=[CH:5][CH:4]=1)=[O:1]. The yield is 0.660. (6) The reactants are [NH:1]([C:8]1[N:17]=[CH:16][C:15]2[CH2:14][CH2:13][C:12]3[C:18]([C:22]([OH:24])=O)=[N:19][N:20]([CH3:21])[C:11]=3[C:10]=2[N:9]=1)[C:2]1[CH:7]=[CH:6][CH:5]=[CH:4][CH:3]=1.[OH:25][N:26]1C2C=CC=CC=2N=N1.CN1CCOCC1.Cl.CN(C)CCCN=C=NCC.C1(C(NO)(C2C=CC=CC=2)C2C=CC=CC=2)C=CC=CC=1. The catalyst is CN(C)C=O. The product is [NH:1]([C:8]1[N:17]=[CH:16][C:15]2[CH2:14][CH2:13][C:12]3[C:18]([C:22]([NH:26][OH:25])=[O:24])=[N:19][N:20]([CH3:21])[C:11]=3[C:10]=2[N:9]=1)[C:2]1[CH:7]=[CH:6][CH:5]=[CH:4][CH:3]=1. The yield is 0.660. (7) The product is [ClH:1].[ClH:1].[ClH:1].[N:8]1[CH:13]=[CH:12][CH:11]=[C:10]([O:14][CH2:15][CH:16]2[CH2:21][NH:20][CH2:19][CH2:18][N:17]2[C:29]([O:31][CH:32]2[CH2:37][CH2:36][NH:35][CH2:34][CH2:33]2)=[O:30])[CH:9]=1. The reactants are [ClH:1].O1CCOCC1.[N:8]1[CH:13]=[CH:12][CH:11]=[C:10]([O:14][CH2:15][CH:16]2[CH2:21][N:20](C(OC(C)(C)C)=O)[CH2:19][CH2:18][N:17]2[C:29]([O:31][CH:32]2[CH2:37][CH2:36][NH:35][CH2:34][CH2:33]2)=[O:30])[CH:9]=1. The catalyst is CO. The yield is 0.990. (8) The reactants are [C:1]([C:5]1[S:9][C:8]([C:10]([OH:12])=O)=[CH:7][CH:6]=1)([CH3:4])([CH3:3])[CH3:2].CN(C(ON1N=NC2C=CC=NC1=2)=[N+](C)C)C.F[P-](F)(F)(F)(F)F.[NH2:37][C@@H:38]([CH2:46][C:47]1[CH:52]=[CH:51][C:50]([OH:53])=[CH:49][CH:48]=1)[C:39]([O:41][C:42]([CH3:45])([CH3:44])[CH3:43])=[O:40]. The catalyst is CN(C=O)C. The product is [C:1]([C:5]1[S:9][C:8]([C:10]([NH:37][C@H:38]([C:39]([O:41][C:42]([CH3:45])([CH3:44])[CH3:43])=[O:40])[CH2:46][C:47]2[CH:52]=[CH:51][C:50]([OH:53])=[CH:49][CH:48]=2)=[O:12])=[CH:7][CH:6]=1)([CH3:2])([CH3:3])[CH3:4]. The yield is 0.890.